This data is from Full USPTO retrosynthesis dataset with 1.9M reactions from patents (1976-2016). The task is: Predict the reactants needed to synthesize the given product. Given the product [NH:12]1[C:13]2[CH:19]=[CH:18][CH:17]=[CH:16][C:14]=2[N:15]=[C:11]1[CH:8]([C:6]1[C:5]([CH3:20])=[CH:4][N:3]=[C:2]([NH:21][CH2:22][CH2:23][C:24]2[CH:25]=[N:26][CH:27]=[CH:28][CH:29]=2)[N:7]=1)[C:9]#[N:10], predict the reactants needed to synthesize it. The reactants are: Cl[C:2]1[N:7]=[C:6]([CH:8]([CH:11]2[NH:15][C:14]3[CH:16]=[CH:17][CH:18]=[CH:19][C:13]=3[NH:12]2)[C:9]#[N:10])[C:5]([CH3:20])=[CH:4][N:3]=1.[NH2:21][CH2:22][CH2:23][C:24]1[CH:25]=[N:26][CH:27]=[CH:28][CH:29]=1.